This data is from Forward reaction prediction with 1.9M reactions from USPTO patents (1976-2016). The task is: Predict the product of the given reaction. (1) Given the reactants [I-].[K+].CS(O[CH2:8][CH2:9][O:10][C:11]1[C:19]2[C:14](=[N:15][CH:16]=[N:17][C:18]=2[NH:20][C:21]2[CH:26]=[CH:25][C:24]([O:27][C:28]3[CH:29]=[N:30][C:31]([CH3:34])=[CH:32][CH:33]=3)=[C:23]([F:35])[CH:22]=2)[NH:13][N:12]=1)(=O)=O.[NH:36]1[CH2:40][CH2:39][CH2:38][C@@H:37]1[CH2:41][OH:42], predict the reaction product. The product is: [F:35][C:23]1[CH:22]=[C:21]([NH:20][C:18]2[N:17]=[CH:16][N:15]=[C:14]3[NH:13][N:12]=[C:11]([O:10][CH2:9][CH2:8][N:36]4[CH2:40][CH2:39][CH2:38][C@@H:37]4[CH2:41][OH:42])[C:19]=23)[CH:26]=[CH:25][C:24]=1[O:27][C:28]1[CH:29]=[N:30][C:31]([CH3:34])=[CH:32][CH:33]=1. (2) Given the reactants [CH2:1]([O:8][C:9]1[CH:10]=[C:11]([CH2:17][CH:18]([NH:22][CH:23]=O)[CH:19]([CH3:21])[CH3:20])[CH:12]=[CH:13][C:14]=1[O:15][CH3:16])[C:2]1[CH:7]=[CH:6][CH:5]=[CH:4][CH:3]=1.O=P(Cl)(Cl)Cl.O.N, predict the reaction product. The product is: [CH2:1]([O:8][C:9]1[CH:10]=[C:11]2[C:12](=[CH:13][C:14]=1[O:15][CH3:16])[CH:23]=[N:22][CH:18]([CH:19]([CH3:20])[CH3:21])[CH2:17]2)[C:2]1[CH:3]=[CH:4][CH:5]=[CH:6][CH:7]=1. (3) Given the reactants [Br:1][C:2]1[S:3][CH:4]=[CH:5][C:6]=1[Cl:7].[C:8](Cl)(=[O:10])[CH3:9].[Cl-].[Cl-].[Cl-].[Al+3], predict the reaction product. The product is: [Br:1][C:2]1[S:3][C:4]([C:8](=[O:10])[CH3:9])=[CH:5][C:6]=1[Cl:7]. (4) Given the reactants FC(F)(F)S(O[C:7]1[CH:12]=[CH:11][C:10]([CH2:13][CH2:14][CH:15]([CH2:20][CH2:21][CH2:22][C:23]2[CH:28]=[CH:27][CH:26]=[CH:25][CH:24]=2)[C:16]([O:18][CH3:19])=[O:17])=[CH:9][CH:8]=1)(=O)=O.C([O-])([O-])=O.[Cs+].[Cs+].[C:37]1(B(O)O)[CH:42]=[CH:41][CH:40]=[CH:39][CH:38]=1.O, predict the reaction product. The product is: [C:7]1([C:37]2[CH:42]=[CH:41][CH:40]=[CH:39][CH:38]=2)[CH:12]=[CH:11][C:10]([CH2:13][CH2:14][CH:15]([CH2:20][CH2:21][CH2:22][C:23]2[CH:28]=[CH:27][CH:26]=[CH:25][CH:24]=2)[C:16]([O:18][CH3:19])=[O:17])=[CH:9][CH:8]=1. (5) The product is: [CH2:1]([N:8]1[CH:12]=[C:11]([C:13]2[CH:17]=[C:16]([C:18]([OH:20])=[O:19])[NH:15][N:14]=2)[N:10]=[CH:9]1)[C:2]1[CH:7]=[CH:6][CH:5]=[CH:4][CH:3]=1. Given the reactants [CH2:1]([N:8]1[CH:12]=[C:11]([C:13]2[CH:17]=[C:16]([C:18]([O:20]CC)=[O:19])[NH:15][N:14]=2)[N:10]=[CH:9]1)[C:2]1[CH:7]=[CH:6][CH:5]=[CH:4][CH:3]=1.[OH-].[Na+], predict the reaction product. (6) Given the reactants [I-].[C:2]([C:5]1[CH:10]=[CH:9][N+:8]([CH3:11])=[CH:7][CH:6]=1)(=[O:4])[CH3:3].S(Cl)([Cl:15])(=O)=O, predict the reaction product. The product is: [Cl-:15].[Cl:15][CH2:3][C:2]([C:5]1[CH:10]=[CH:9][N+:8]([CH3:11])=[CH:7][CH:6]=1)=[O:4].